From a dataset of Forward reaction prediction with 1.9M reactions from USPTO patents (1976-2016). Predict the product of the given reaction. (1) Given the reactants Cl[C:2]1[N:7]2[N:8]=[CH:9][CH:10]=[C:6]2[N:5]=[C:4]([CH2:11][C:12]2[CH:13]=[C:14]([CH:17]=[CH:18][CH:19]=2)[C:15]#[N:16])[CH:3]=1.[CH:20]1([NH2:23])[CH2:22][CH2:21]1.[CH2:24](N(CC)CC)C.C(#N)C, predict the reaction product. The product is: [CH:20]1([NH:23][C:2]2[N:7]3[N:8]=[CH:9][CH:10]=[C:6]3[N:5]=[C:4]([CH2:11][CH2:12][C:13]3[CH:24]=[CH:19][CH:18]=[CH:17][C:14]=3[C:15]#[N:16])[CH:3]=2)[CH2:22][CH2:21]1. (2) Given the reactants [C:1]1([S:7][C:8]2[C:9]([NH:24][C:25]3[S:29][N:28]=[C:27]([CH:30]4[CH2:35][CH2:34][N:33](C(OC(C)(C)C)=O)[CH2:32][CH2:31]4)[N:26]=3)=[N:10][CH:11]=[C:12]([S:14][C:15]3[CH:20]=[CH:19][N:18]=[C:17]4[CH:21]=[CH:22][S:23][C:16]=34)[CH:13]=2)[CH:6]=[CH:5][CH:4]=[CH:3][CH:2]=1.CO.[ClH:45], predict the reaction product. The product is: [ClH:45].[ClH:45].[C:1]1([S:7][C:8]2[C:9]([NH:24][C:25]3[S:29][N:28]=[C:27]([CH:30]4[CH2:35][CH2:34][NH:33][CH2:32][CH2:31]4)[N:26]=3)=[N:10][CH:11]=[C:12]([S:14][C:15]3[CH:20]=[CH:19][N:18]=[C:17]4[CH:21]=[CH:22][S:23][C:16]=34)[CH:13]=2)[CH:2]=[CH:3][CH:4]=[CH:5][CH:6]=1. (3) Given the reactants [CH2:1]([O:3][C:4]([C:6]1([CH2:19][C:20]#[N:21])[CH2:11][CH2:10][N:9](C(OC(C)(C)C)=O)[CH2:8][CH2:7]1)=[O:5])[CH3:2].FC(F)(F)C(O)=O, predict the reaction product. The product is: [CH2:1]([O:3][C:4]([C:6]1([CH2:19][C:20]#[N:21])[CH2:7][CH2:8][NH:9][CH2:10][CH2:11]1)=[O:5])[CH3:2]. (4) Given the reactants [CH:1]1([CH2:4][CH2:5][NH:6][C:7]([C:9]2[N:10]=[N:11][C:12](Cl)=[CH:13][CH:14]=2)=[O:8])[CH2:3][CH2:2]1.[C:16]([O:20][C:21]([N:23]1[CH2:28][CH2:27][NH:26][CH2:25][CH2:24]1)=[O:22])([CH3:19])([CH3:18])[CH3:17], predict the reaction product. The product is: [C:16]([O:20][C:21]([N:23]1[CH2:28][CH2:27][N:26]([C:12]2[N:11]=[N:10][C:9]([C:7](=[O:8])[NH:6][CH2:5][CH2:4][CH:1]3[CH2:3][CH2:2]3)=[CH:14][CH:13]=2)[CH2:25][CH2:24]1)=[O:22])([CH3:19])([CH3:17])[CH3:18]. (5) Given the reactants Cl[CH2:2][C:3]([NH:5][C:6]([CH3:40])([CH3:39])[C:7]([NH:9][CH2:10][CH2:11][N:12]([CH2:26][CH2:27][NH:28][C:29](=[O:38])[C:30]([CH3:37])([NH:32][C:33](=[O:36])[CH2:34]Cl)[CH3:31])[CH2:13][CH2:14][NH:15][C:16](=[O:25])[C:17]([NH:20][C:21](=[O:24])[CH2:22]Cl)([CH3:19])[CH3:18])=[O:8])=[O:4].[K+].[CH2:42]([O:44][C:45]([S-:47])=[S:46])[CH3:43], predict the reaction product. The product is: [CH2:42]([O:44][C:45](=[S:47])[S:46][CH2:2][C:3](=[O:4])[NH:5][C:6]([C:7](=[O:8])[NH:9][CH2:10][CH2:11][N:12]([CH2:26][CH2:27][NH:28][C:29](=[O:38])[C:30]([NH:32][C:33](=[O:36])[CH2:34][S:47][C:45]([O:44][CH2:42][CH3:43])=[S:46])([CH3:37])[CH3:31])[CH2:13][CH2:14][NH:15][C:16](=[O:25])[C:17]([CH3:19])([NH:20][C:21](=[O:24])[CH2:22][S:46][C:45]([O:44][CH2:42][CH3:43])=[S:47])[CH3:18])([CH3:40])[CH3:39])[CH3:43]. (6) The product is: [Br:8][C:5]1[N:6]=[CH:7][C:2]([NH:1][C:16](=[O:17])[C:15]2[C:10]([CH3:9])=[CH:11][CH:12]=[N:13][CH:14]=2)=[N:3][CH:4]=1. Given the reactants [NH2:1][C:2]1[CH:7]=[N:6][C:5]([Br:8])=[CH:4][N:3]=1.[CH3:9][C:10]1[C:15]([C:16](O)=[O:17])=[CH:14][N:13]=[CH:12][CH:11]=1.C(Cl)CCl, predict the reaction product.